From a dataset of Forward reaction prediction with 1.9M reactions from USPTO patents (1976-2016). Predict the product of the given reaction. (1) Given the reactants [CH3:1][O:2][C:3]1[CH:29]=[CH:28][C:6]([CH2:7][N:8]2[C:12]([CH2:13][N:14]3[C:22]4[C:17](=[C:18]([N+:23]([O-])=O)[CH:19]=[CH:20][CH:21]=4)[C:16]([CH:26]=[CH2:27])=[N:15]3)=[CH:11][CH:10]=[N:9]2)=[CH:5][CH:4]=1, predict the reaction product. The product is: [CH2:26]([C:16]1[C:17]2[C:18]([NH2:23])=[CH:19][CH:20]=[CH:21][C:22]=2[N:14]([CH2:13][C:12]2[N:8]([CH2:7][C:6]3[CH:5]=[CH:4][C:3]([O:2][CH3:1])=[CH:29][CH:28]=3)[N:9]=[CH:10][CH:11]=2)[N:15]=1)[CH3:27]. (2) The product is: [CH2:14]([N:21]1[C:30](=[O:31])[C:29]2[C:24](=[CH:25][CH:26]=[C:27]([C:6]#[C:5][Si:2]([CH3:4])([CH3:3])[CH3:1])[CH:28]=2)[N:23]=[CH:22]1)[C:15]1[CH:16]=[CH:17][CH:18]=[CH:19][CH:20]=1. Given the reactants [CH3:1][Si:2]([C:5]#[CH:6])([CH3:4])[CH3:3].C(N(CC)CC)C.[CH2:14]([N:21]1[C:30](=[O:31])[C:29]2[C:24](=[CH:25][CH:26]=[C:27](Br)[CH:28]=2)[N:23]=[CH:22]1)[C:15]1[CH:20]=[CH:19][CH:18]=[CH:17][CH:16]=1, predict the reaction product. (3) Given the reactants Cl.Cl.[CH3:3][C:4]1[N:8]([CH:9]2[CH2:15][CH:14]3[N:16]([CH2:17][CH2:18][C:19]4([C:25]5[CH:30]=[CH:29][CH:28]=[CH:27][CH:26]=5)[CH2:24][CH2:23][NH:22][CH2:21][CH2:20]4)[CH:11]([CH2:12][CH2:13]3)[CH2:10]2)[C:7]2[CH:31]=[CH:32][CH:33]=[CH:34][C:6]=2[N:5]=1.Cl[C:36]1[N:41]=[CH:40][CH:39]=[CH:38][N:37]=1.C(N(CC)CC)C, predict the reaction product. The product is: [CH3:3][C:4]1[N:8]([CH:9]2[CH2:15][CH:14]3[N:16]([CH2:17][CH2:18][C:19]4([C:25]5[CH:30]=[CH:29][CH:28]=[CH:27][CH:26]=5)[CH2:20][CH2:21][N:22]([C:36]5[N:41]=[CH:40][CH:39]=[CH:38][N:37]=5)[CH2:23][CH2:24]4)[CH:11]([CH2:12][CH2:13]3)[CH2:10]2)[C:7]2[CH:31]=[CH:32][CH:33]=[CH:34][C:6]=2[N:5]=1. (4) The product is: [C:13]([C:14]1[C:15](=[O:17])[NH:1][C:2]2[C:3]([CH:8]=1)=[N:4][CH:5]=[CH:6][CH:7]=2)(=[O:12])[CH3:18]. Given the reactants [NH2:1][C:2]1[C:3]([CH:8]=O)=[N:4][CH:5]=[CH:6][CH:7]=1.CC1(C)O[C:15](=[O:17])[CH:14]=[C:13]([CH3:18])[O:12]1, predict the reaction product.